Dataset: Full USPTO retrosynthesis dataset with 1.9M reactions from patents (1976-2016). Task: Predict the reactants needed to synthesize the given product. (1) Given the product [CH2:11]([NH:13][C:2]1[CH:7]=[C:6]([CH3:8])[N:5]=[C:4]([S:9][CH3:10])[N:3]=1)[CH3:12], predict the reactants needed to synthesize it. The reactants are: Cl[C:2]1[CH:7]=[C:6]([CH3:8])[N:5]=[C:4]([S:9][CH3:10])[N:3]=1.[CH2:11]([NH2:13])[CH3:12]. (2) Given the product [Cl:1][C:2]1[CH:3]=[C:4]([N:8]([CH2:9][C:10]2[C:19]3[C:14](=[C:15]([F:20])[CH:16]=[CH:17][CH:18]=3)[NH:13][C:12](=[O:21])[CH:11]=2)[C:27]([CH:22]2[CH2:26][CH2:25][CH2:24][CH2:23]2)=[O:28])[CH:5]=[CH:6][CH:7]=1, predict the reactants needed to synthesize it. The reactants are: [Cl:1][C:2]1[CH:3]=[C:4]([NH:8][CH2:9][C:10]2[C:19]3[C:14](=[C:15]([F:20])[CH:16]=[CH:17][CH:18]=3)[NH:13][C:12](=[O:21])[CH:11]=2)[CH:5]=[CH:6][CH:7]=1.[CH:22]1([C:27](O)=[O:28])[CH2:26][CH2:25][CH2:24][CH2:23]1. (3) Given the product [NH2:1][C:2]1[N:10]=[CH:9][CH:8]=[CH:7][C:3]=1[C:4]([NH2:13])=[O:5], predict the reactants needed to synthesize it. The reactants are: [NH2:1][C:2]1[N:10]=[CH:9][CH:8]=[CH:7][C:3]=1[C:4](O)=[O:5].CC[N:13]=C=NCCCN(C)C.C1C=CC2N(O)N=NC=2C=1.[Cl-].[NH4+].C(N(C(C)C)CC)(C)C. (4) Given the product [Cl:32][C:26]1[C:23]2[CH:24]=[N:25][C:20]([NH:19][C:17](=[O:18])[C:16]3[CH:15]=[CH:14][C:13]([C:10]([CH3:12])([CH3:11])[CH2:9][OH:8])=[CH:34][CH:33]=3)=[CH:21][C:22]=2[N:28]([CH:29]2[CH2:31][CH2:30]2)[CH:27]=1, predict the reactants needed to synthesize it. The reactants are: [Si]([O:8][CH2:9][C:10]([C:13]1[CH:34]=[CH:33][C:16]([C:17]([NH:19][C:20]2[N:25]=[CH:24][C:23]3[C:26]([Cl:32])=[CH:27][N:28]([CH:29]4[CH2:31][CH2:30]4)[C:22]=3[CH:21]=2)=[O:18])=[CH:15][CH:14]=1)([CH3:12])[CH3:11])(C(C)(C)C)(C)C.CCCC[N+](CCCC)(CCCC)CCCC.[F-].[NH4+].[Cl-]. (5) Given the product [N:16]1([C:1](=[O:7])[CH2:2][CH2:3][C:4]#[CH:5])[CH2:15][CH2:14][CH2:13][CH2:18]1, predict the reactants needed to synthesize it. The reactants are: [C:1]([OH:7])(=O)[CH2:2][CH2:3][C:4]#[CH:5].CCN=C=N[CH2:13][CH2:14][CH2:15][N:16]([CH3:18])C.C1C=CC2N(O)N=NC=2C=1.N1CCCC1.CCN(C(C)C)C(C)C.